Dataset: Forward reaction prediction with 1.9M reactions from USPTO patents (1976-2016). Task: Predict the product of the given reaction. (1) Given the reactants [Br:1][C:2]1[CH:7]=[CH:6][CH:5]=[C:4]([Cl:8])[CH:3]=1.[Li+].CC([N-]C(C)C)C.CN([CH:20]=[O:21])C.Cl, predict the reaction product. The product is: [Br:1][C:2]1[CH:7]=[CH:6][CH:5]=[C:4]([Cl:8])[C:3]=1[CH:20]=[O:21]. (2) Given the reactants Cl[C:2]1[N:3]=[N:4][CH:5]=[C:6]([C:14]2[CH:19]=[CH:18][C:17]([Cl:20])=[CH:16][CH:15]=2)[C:7]=1[C:8]1[CH:13]=[CH:12][N:11]=[CH:10][CH:9]=1.O.[NH2:22][NH2:23], predict the reaction product. The product is: [Cl:20][C:17]1[CH:18]=[CH:19][C:14]([C:6]2[C:7]([C:8]3[CH:13]=[CH:12][N:11]=[CH:10][CH:9]=3)=[C:2]([NH:22][NH2:23])[N:3]=[N:4][CH:5]=2)=[CH:15][CH:16]=1.